Task: Predict the reaction yield, written as a fraction of the theoretical maximum amount of product (1.0 means a 100% yield; for example, 0.34 means a 34% yield).. Dataset: Reaction yield outcomes from USPTO patents with 853,638 reactions The reactants are [Cl:1][C:2]1[C:7]([CH:8]([C:10]2[CH:15]=[CH:14][CH:13]=[CH:12][C:11]=2[O:16][CH3:17])[OH:9])=[CH:6][CH:5]=[C:4]([Cl:18])[N:3]=1.CC(C)=O.OS(O)(=O)=O.O=[Cr](=O)=O. The catalyst is CC(C)=O. The product is [Cl:1][C:2]1[C:7]([C:8]([C:10]2[CH:15]=[CH:14][CH:13]=[CH:12][C:11]=2[O:16][CH3:17])=[O:9])=[CH:6][CH:5]=[C:4]([Cl:18])[N:3]=1. The yield is 0.900.